This data is from hERG Central: cardiac toxicity at 1µM, 10µM, and general inhibition. The task is: Predict hERG channel inhibition at various concentrations. (1) The molecule is O=C(CCSc1ccc(Cl)cc1)N1CCN(c2ncccn2)CC1. Results: hERG_inhib (hERG inhibition (general)): blocker. (2) The compound is COc1ccccc1/C=C/CN1CCC(n2nccc2NC(=O)CCc2ccccc2)CC1. Results: hERG_inhib (hERG inhibition (general)): blocker. (3) The molecule is O=C(O)C(=O)O.c1ccc(COc2ccc(OCCCCN3CCCCC3)cc2)cc1. Results: hERG_inhib (hERG inhibition (general)): blocker.